From a dataset of Catalyst prediction with 721,799 reactions and 888 catalyst types from USPTO. Predict which catalyst facilitates the given reaction. (1) Reactant: [Br:1][C:2]1[CH:3]=[CH:4][C:5]([F:10])=[C:6]([CH:9]=1)[CH:7]=[O:8].[CH3:11][CH2:12][Mg+].[Br-]. Product: [Br:1][C:2]1[CH:3]=[CH:4][C:5]([F:10])=[C:6]([CH:7]([OH:8])[CH2:11][CH3:12])[CH:9]=1. The catalyst class is: 27. (2) Reactant: [F:1][C:2]1[CH:9]=[CH:8][C:7]([Cl:10])=[CH:6][C:3]=1[CH:4]=[O:5].[C-:11]#[N:12].[K+].OS([O-])=O.[Na+]. Product: [F:1][C:2]1[CH:9]=[CH:8][C:7]([Cl:10])=[CH:6][C:3]=1[CH:4]([OH:5])[C:11]#[N:12]. The catalyst class is: 84. (3) Reactant: C([O:8][C:9]1[CH:10]=[CH:11][CH:12]=[C:13]2[C:18]=1[N:17]=[C:16]([C:19]1[N:23]3[CH:24]=[CH:25][C:26]([O:28][CH2:29][CH2:30][O:31][CH3:32])=[CH:27][C:22]3=[N:21][CH:20]=1)[CH:15]=[CH:14]2)C1C=CC=CC=1.C([O-])=O.[NH4+].C(OCC)(=O)C.C(O)=O. Product: [CH3:32][O:31][CH2:30][CH2:29][O:28][C:26]1[CH:25]=[CH:24][N:23]2[C:19]([C:16]3[CH:15]=[CH:14][C:13]4[C:18](=[C:9]([OH:8])[CH:10]=[CH:11][CH:12]=4)[N:17]=3)=[CH:20][N:21]=[C:22]2[CH:27]=1. The catalyst class is: 105. (4) Reactant: [Cl:1][C:2]1[CH:3]=[C:4]2[C:9](=[C:10]([Cl:12])[N:11]=1)[C:8](=[O:13])[NH:7][CH:6]=[CH:5]2.[H-].[Na+].[CH3:16]I. Product: [Cl:1][C:2]1[CH:3]=[C:4]2[C:9](=[C:10]([Cl:12])[N:11]=1)[C:8](=[O:13])[N:7]([CH3:16])[CH:6]=[CH:5]2. The catalyst class is: 3.